Task: Predict the reactants needed to synthesize the given product.. Dataset: Full USPTO retrosynthesis dataset with 1.9M reactions from patents (1976-2016) (1) Given the product [C:33]([C:28]1[CH:29]=[CH:30][CH:31]=[CH:32][C:27]=1[C:24]1[CH:25]=[CH:26][C:21]([CH2:20][C:17]2[C:18](=[O:19])[N:13]([C@H:10]3[CH2:11][CH2:12][C@H:7]([O:6][CH2:5][C:4]([OH:41])=[O:3])[CH2:8][CH2:9]3)[C:14]3[N:15]([N:38]=[CH:39][N:40]=3)[C:16]=2[CH2:35][CH2:36][CH3:37])=[CH:22][CH:23]=1)#[N:34], predict the reactants needed to synthesize it. The reactants are: C([O:3][C:4](=[O:41])[CH2:5][O:6][C@H:7]1[CH2:12][CH2:11][C@H:10]([N:13]2[C:18](=[O:19])[C:17]([CH2:20][C:21]3[CH:26]=[CH:25][C:24]([C:27]4[CH:32]=[CH:31][CH:30]=[CH:29][C:28]=4[C:33]#[N:34])=[CH:23][CH:22]=3)=[C:16]([CH2:35][CH2:36][CH3:37])[N:15]3[N:38]=[CH:39][N:40]=[C:14]23)[CH2:9][CH2:8]1)C.[OH-].[Na+].CO.Cl. (2) The reactants are: [F:1][C:2]1[CH:7]=[CH:6][C:5]([S:8]([C:11]2[N:15]([C:16]3[C:17]([F:22])=[N:18][CH:19]=[CH:20][CH:21]=3)[N:14]=[C:13]([C:23](OCC)=[O:24])[CH:12]=2)(=[O:10])=[O:9])=[CH:4][CH:3]=1.[H-].C([Al+]CC(C)C)C(C)C.Cl. Given the product [F:1][C:2]1[CH:7]=[CH:6][C:5]([S:8]([C:11]2[N:15]([C:16]3[C:17]([F:22])=[N:18][CH:19]=[CH:20][CH:21]=3)[N:14]=[C:13]([CH2:23][OH:24])[CH:12]=2)(=[O:9])=[O:10])=[CH:4][CH:3]=1, predict the reactants needed to synthesize it. (3) Given the product [CH3:15][C:13]1([CH3:16])[O:12][CH:11]([C:17]2[CH:26]=[CH:25][C:20]([C:21]([O:23][CH3:24])=[O:22])=[CH:19][CH:18]=2)[CH2:10][C:9](=[O:8])[CH2:14]1, predict the reactants needed to synthesize it. The reactants are: [Si]([O:8][C:9]1[CH2:10][CH:11]([C:17]2[CH:26]=[CH:25][C:20]([C:21]([O:23][CH3:24])=[O:22])=[CH:19][CH:18]=2)[O:12][C:13]([CH3:16])([CH3:15])[CH:14]=1)(C(C)(C)C)(C)C.[F-].C([N+](CCCC)(CCCC)CCCC)CCC. (4) Given the product [NH2:2][C:3]1[N:4]=[C:12]([NH:11][C:5]2[CH:10]=[CH:9][CH:8]=[CH:7][CH:6]=2)[S:13][C:15]=1[C:16]([C:18]1[CH:23]=[CH:22][CH:21]=[C:20]([N+:24]([O-:26])=[O:25])[CH:19]=1)=[O:17], predict the reactants needed to synthesize it. The reactants are: [Na].[N:2]#[C:3][NH2:4].[C:5]1([N:11]=[C:12]=[S:13])[CH:10]=[CH:9][CH:8]=[CH:7][CH:6]=1.Br[CH2:15][C:16]([C:18]1[CH:23]=[CH:22][CH:21]=[C:20]([N+:24]([O-:26])=[O:25])[CH:19]=1)=[O:17].